Dataset: Reaction yield outcomes from USPTO patents with 853,638 reactions. Task: Predict the reaction yield, written as a fraction of the theoretical maximum amount of product (1.0 means a 100% yield; for example, 0.34 means a 34% yield). (1) The reactants are [CH3:1][C:2]1[CH:7]=[CH:6][N:5]=[C:4]([NH2:8])[C:3]=1[NH2:9].[CH3:10][CH2:11][CH2:12][CH2:13][CH2:14]C.C(OCC)(=[O:18])C. The catalyst is [N+](C1C=CC=CC=1)([O-])=O. The product is [O:18]1[CH:14]=[CH:13][CH:12]=[C:11]1[C:10]1[NH:8][C:4]2=[N:5][CH:6]=[CH:7][C:2]([CH3:1])=[C:3]2[N:9]=1. The yield is 0.450. (2) The reactants are N#N.Br[C:4]1[C:13]2[C:8](=[CH:9][CH:10]=[C:11]([C:14]3[CH:19]=[CH:18][CH:17]=[CH:16][N:15]=3)[CH:12]=2)[C:7](=[O:20])[N:6]([CH3:21])[CH:5]=1.[CH2:22]([S:24]([NH:27][C:28]1[CH:29]=[C:30](B(O)O)[CH:31]=[CH:32][CH:33]=1)(=[O:26])=[O:25])[CH3:23].[O-]P([O-])([O-])=O.[K+].[K+].[K+]. The catalyst is O1CCOCC1.C1C=CC(P(C2C=CC=CC=2)[C-]2C=CC=C2)=CC=1.C1C=CC(P(C2C=CC=CC=2)[C-]2C=CC=C2)=CC=1.Cl[Pd]Cl.[Fe+2]. The product is [CH3:21][N:6]1[CH:5]=[C:4]([C:32]2[CH:33]=[C:28]([NH:27][S:24]([CH2:22][CH3:23])(=[O:25])=[O:26])[CH:29]=[CH:30][CH:31]=2)[C:13]2[C:8](=[CH:9][CH:10]=[C:11]([C:14]3[CH:19]=[CH:18][CH:17]=[CH:16][N:15]=3)[CH:12]=2)[C:7]1=[O:20]. The yield is 0.0390. (3) The reactants are C([O:8][C:9]1[CH:10]=[C:11]([CH:40]=[CH:41][C:42]=1[O:43]CC1C=CC=CC=1)[C:12]1[O:13][C:14]2[C:19]([C:20](=[O:39])[C:21]=1OC(CCCCC(OCC1C=CC=CC=1)=O)=O)=[CH:18][CH:17]=[CH:16][CH:15]=2)C1C=CC=CC=1.C1COCC1. The catalyst is [OH-].[OH-].[Pd+2].CCO. The product is [OH:8][C:9]1[CH:10]=[C:11]([CH:40]=[CH:41][C:42]=1[OH:43])[C:12]1[O:13][C:14]2[C:19]([C:20](=[O:39])[CH:21]=1)=[CH:18][CH:17]=[CH:16][CH:15]=2. The yield is 0.560. (4) The reactants are Br[C:2]1[CH:3]=[C:4]([NH:10][C:11]2[CH:26]=[C:14]3[CH2:15][N:16]([C:19]([O:21][C:22]([CH3:25])([CH3:24])[CH3:23])=[O:20])[CH2:17][CH2:18][N:13]3[N:12]=2)[C:5](=[O:9])[N:6]([CH3:8])[CH:7]=1.[C:27]([O:30][CH2:31][C:32]1[C:33]([N:47]2[CH2:59][CH2:58][N:50]3[C:51]4[CH2:52][CH2:53][CH2:54][CH2:55][C:56]=4[CH:57]=[C:49]3[C:48]2=[O:60])=[N:34][CH:35]=[CH:36][C:37]=1B1OC(C)(C)C(C)(C)O1)(=[O:29])[CH3:28].C([O-])(=O)C.[Na+].[O-]P([O-])([O-])=O.[K+].[K+].[K+]. The catalyst is C1C=CC(P(C2C=CC=CC=2)[C-]2C=CC=C2)=CC=1.C1C=CC(P(C2C=CC=CC=2)[C-]2C=CC=C2)=CC=1.Cl[Pd]Cl.[Fe+2].O.C(#N)C. The product is [C:27]([O:30][CH2:31][C:32]1[C:33]([N:47]2[CH2:59][CH2:58][N:50]3[C:51]4[CH2:52][CH2:53][CH2:54][CH2:55][C:56]=4[CH:57]=[C:49]3[C:48]2=[O:60])=[N:34][CH:35]=[CH:36][C:37]=1[C:2]1[CH:3]=[C:4]([NH:10][C:11]2[CH:26]=[C:14]3[CH2:15][N:16]([C:19]([O:21][C:22]([CH3:25])([CH3:24])[CH3:23])=[O:20])[CH2:17][CH2:18][N:13]3[N:12]=2)[C:5](=[O:9])[N:6]([CH3:8])[CH:7]=1)(=[O:29])[CH3:28]. The yield is 0.820. (5) The reactants are [C:1]([CH:5]1[CH2:13][C:12]2[C:7](=[CH:8][CH:9]=[CH:10][CH:11]=2)[NH:6]1)([CH3:4])([CH3:3])[CH3:2].C(C1NC2C(C=1)=CC=CC=2)(C)(C)C.[N+:27]([O-])([O-:29])=[O:28].[K+].C([O-])([O-])=O.[Na+].[Na+]. The product is [C:1]([CH:5]1[CH2:13][C:12]2[C:7](=[CH:8][C:9]([N+:27]([O-:29])=[O:28])=[CH:10][CH:11]=2)[NH:6]1)([CH3:4])([CH3:2])[CH3:3]. The yield is 0.320. The catalyst is OS(O)(=O)=O. (6) The reactants are [NH2:1][C:2]1[CH:10]=[CH:9][C:8]([Br:11])=[CH:7][C:3]=1[C:4]([NH2:6])=[O:5].[Si:12]([O:19][CH2:20][CH2:21][O:22][C:23]1[CH:30]=[CH:29][C:26]([CH:27]=O)=[CH:25][C:24]=1[CH3:31])([C:15]([CH3:18])([CH3:17])[CH3:16])([CH3:14])[CH3:13].OS([O-])=O.[Na+].[CH3:37]C1C=CC(S(O)(=O)=O)=CC=1.O. The catalyst is CC(N(C)C)=O.O. The product is [Br:11][C:8]1[CH:7]=[C:3]2[C:2](=[CH:10][CH:9]=1)[N:1]=[C:27]([C:26]1[CH:25]=[C:24]([CH3:31])[C:23]([O:22][CH2:21][CH2:20][OH:19])=[C:30]([CH3:37])[CH:29]=1)[NH:6][C:4]2=[O:5].[Br:11][C:8]1[CH:7]=[C:3]2[C:2](=[CH:10][CH:9]=1)[N:1]=[C:27]([C:26]1[CH:29]=[C:30]([CH3:37])[C:23]([O:22][CH2:21][CH2:20][O:19][Si:12]([C:15]([CH3:18])([CH3:17])[CH3:16])([CH3:14])[CH3:13])=[C:24]([CH3:31])[CH:25]=1)[NH:6][C:4]2=[O:5]. The yield is 0.220. (7) The reactants are [C:1]1([CH:7]([C:13]2[CH:18]=[CH:17][C:16]([N+:19]([O-])=O)=[C:15]([F:22])[CH:14]=2)[C:8]([O:10][CH2:11][CH3:12])=[O:9])[CH:6]=[CH:5][CH:4]=[CH:3][CH:2]=1.CCO. The catalyst is CCOC(C)=O. The product is [NH2:19][C:16]1[CH:17]=[CH:18][C:13]([CH:7]([C:1]2[CH:2]=[CH:3][CH:4]=[CH:5][CH:6]=2)[C:8]([O:10][CH2:11][CH3:12])=[O:9])=[CH:14][C:15]=1[F:22]. The yield is 0.975. (8) The reactants are [C:1]1([C@@H:7]2[C@H:16]3[CH2:17][CH2:18][N:19]([C:20]([O:22][C:23]([CH3:26])([CH3:25])[CH3:24])=[O:21])[C@H:15]3[C:14]3[CH:13]=[CH:12][CH:11]=[CH:10][C:9]=3[NH:8]2)[CH:6]=[CH:5][CH:4]=[CH:3][CH:2]=1. The catalyst is [O-2].[O-2].[Mn+4].C1(C)C=CC=CC=1. The product is [C:1]1([C:7]2[C:16]3[CH2:17][CH2:18][N:19]([C:20]([O:22][C:23]([CH3:26])([CH3:25])[CH3:24])=[O:21])[C:15]=3[C:14]3[CH:13]=[CH:12][CH:11]=[CH:10][C:9]=3[N:8]=2)[CH:6]=[CH:5][CH:4]=[CH:3][CH:2]=1. The yield is 0.580. (9) The reactants are [CH3:1][C:2]([CH3:25])([CH3:24])[C:3]#[C:4][C:5]1[S:9][C:8]([C:10]([O:12][CH3:13])=[O:11])=[C:7]([NH:14][CH2:15][C:16]([N:18]2[CH2:23][CH2:22][O:21][CH2:20][CH2:19]2)=[O:17])[CH:6]=1.N1C=CC=CC=1.[Cl:32][C:33]1[CH:41]=[CH:40][C:36]([C:37](Cl)=[O:38])=[CH:35][CH:34]=1. The catalyst is ClC(Cl)C.CN(C1C=CN=CC=1)C.CCOC(C)=O. The product is [Cl:32][C:33]1[CH:41]=[CH:40][C:36]([C:37]([N:14]([CH2:15][C:16]([N:18]2[CH2:23][CH2:22][O:21][CH2:20][CH2:19]2)=[O:17])[C:7]2[CH:6]=[C:5]([C:4]#[C:3][C:2]([CH3:25])([CH3:24])[CH3:1])[S:9][C:8]=2[C:10]([O:12][CH3:13])=[O:11])=[O:38])=[CH:35][CH:34]=1. The yield is 0.670. (10) The reactants are [Cl:1][C:2]1[CH:7]=[CH:6][C:5]([N:8]2[CH:12]=[C:11]([C:13]([O:15]CC)=[O:14])[N:10]=[C:9]2[C:18]2[CH:23]=[CH:22][C:21]([Cl:24])=[CH:20][C:19]=2[Cl:25])=[CH:4][CH:3]=1.[Li+].[OH-].O.Cl. The catalyst is C1COCC1. The product is [Cl:1][C:2]1[CH:3]=[CH:4][C:5]([N:8]2[CH:12]=[C:11]([C:13]([OH:15])=[O:14])[N:10]=[C:9]2[C:18]2[CH:23]=[CH:22][C:21]([Cl:24])=[CH:20][C:19]=2[Cl:25])=[CH:6][CH:7]=1. The yield is 0.980.